This data is from Reaction yield outcomes from USPTO patents with 853,638 reactions. The task is: Predict the reaction yield, written as a fraction of the theoretical maximum amount of product (1.0 means a 100% yield; for example, 0.34 means a 34% yield). The catalyst is O1CCCC1.[CH3-].C[Al+]C.[CH-]1C=CC=C1.[CH-]1C=CC=C1.[Cl-].[Ti+3]. The reactants are [Br:1][C:2]1[CH:3]=[C:4]2[C:9](=[CH:10][CH:11]=1)[O:8][C:7](=O)[CH2:6][C:5]2([CH3:14])[CH3:13].[C:15]1(C)C=CC=CC=1.[OH-].[Na+]. The product is [Br:1][C:2]1[CH:3]=[C:4]2[C:9](=[CH:10][CH:11]=1)[O:8][C:7](=[CH2:15])[CH2:6][C:5]2([CH3:14])[CH3:13]. The yield is 0.740.